Dataset: Experimentally validated miRNA-target interactions with 360,000+ pairs, plus equal number of negative samples. Task: Binary Classification. Given a miRNA mature sequence and a target amino acid sequence, predict their likelihood of interaction. (1) The protein sequence of the target gene is MSDSWVPNSASGQDPGGRRRAWAELLAGRVKREKYNPERAQKLKESAVRLLRSHQDLNALLLEVEGPLCKKLSLSKVIDCDSSEAYANHSSSFIGSALQDQASRLGVPVGILSAGMVASSVGQICTAPAETSHPVLLTVEQRKKLSSLLEFAQYLLAHSMFSRLSFCQELWKIQSSLLLEAVWHLHVQGIVSLQELLESHPDMHAVGSWLFRNLCCLCEQMEASCQHADVARAMLSDFVQMFVLRGFQKNSDLRRTVEPEKMPQVTVDVLQRMLIFALDALAAGVQEESSTHKIVRCWFG.... The miRNA is hsa-miR-3605-5p with sequence UGAGGAUGGAUAGCAAGGAAGCC. Result: 0 (no interaction). (2) The miRNA is hsa-miR-3140-5p with sequence ACCUGAAUUACCAAAAGCUUU. The protein sequence of the target gene is MARGGAGAEEASLRSNALSWLACGLLALLANAWIILSISAKQQKHKPLELLLCFLAGTHILMAAVPLTTFAVVQLRRQASSDYDWNESICKVFVSTYYTLALATCFTVASLSYHRMWMVRWPVNYRLSNAKKQALHAVMGIWMVSFILSTLPSIGWHNNGERYYARGCQFIVSKIGLGFGVCFSLLLLGGIVMGLVCVAITFYQTLWARPRRARQARRVGGGGGTKAGGPGALGTRPAFEVPAIVVEDARGKRRSSLDGSESAKTSLQVTNLVSAIVFLYDSLTGVPILVVSFFSLKSDS.... Result: 0 (no interaction). (3) The miRNA is mmu-miR-3087-3p with sequence UAACUCACUGUCAUGUCCUCA. The protein sequence of the target gene is MDTSCVHMLLSLLALLQLVAAGSSPGPDAIPRGCPSHCHCELDGRMLLRVDCSDLGLSELPSNLSVFTSYLDLSMNNISQLPASLLHRLCFLEELRLAGNALTHIPKGAFTGLHSLKVLMLQNNQLRQVPEEALQNLRSLQSLRLDANHISYVPPSCFSGLHSLRHLWLDDNALTDVPVQAFRSLSALQAMTLALNKIHHIADYAFGNLSSLVVLHLHNNRIHSLGKKCFDGLHSLETLDLNYNNLDEFPTAIKTLSNLKELGFHSNNIRSIPERAFVGNPSLITIHFYDNPIQFVGVSA.... Result: 1 (interaction). (4) The miRNA is hsa-miR-4684-3p with sequence UGUUGCAAGUCGGUGGAGACGU. The protein sequence of the target gene is MAARTAFGAVCRRLWQGLGNFSVNTSKGNTAKNGGLLLSTNMKWVQFSNLHVDVPKDLTKPVVTISDEPDILYKRLSVLVKGHDKAVLDSYEYFAVLAAKELGISIKVHEPPRKIERFTLLQSVHIYKKHRVQYEMRTLYRCLELEHLTGSTADVYLEYIQRNLPEGVAMEVTKTQLEQLPEHIKEPIWETLSEEKEESKS. Result: 1 (interaction). (5) The miRNA is hsa-miR-548c-5p with sequence AAAAGUAAUUGCGGUUUUUGCC. The protein sequence of the target gene is MSLAFKIFFPQTLRALSRKELCLFRKHHWRDVRQFSQWSETDLLHGHPLFLRRKPVLSFQGSHLRSRATYLVFLPGLHVGLCSGPCEMAEQRFCVDYAKRGTAGCKKCKEKIVKGVCRIGKVVPNPFSESGGDMKEWYHIKCMFEKLERARATTKKIEDLTELEGWEELEDNEKEQITQHIADLSSKAAGTPKKKAVVQAKLTTTGQVTSPVKGASFVTSTNPRKFSGFSAKPNNSGEAPSSPTPKRSLSSSKCDPRHKDCLLREFRKLCAMVADNPSYNTKTQIIQDFLRKGSAGDGFH.... Result: 0 (no interaction). (6) The miRNA is hsa-miR-6831-5p with sequence UAGGUAGAGUGUGAGGAGGAGGUC. The protein sequence of the target gene is MDAWVRFSAQSQARERLCRAAQYACSLLGHALQRHGASPELQKQIRQLESHLSLGRKLLRLGNSADALESAKRAVHLSDVVLRFCITVSHLNRALYFACDNVLWAGKSGLAPRVDQEKWAQRSFRYYLFSLIMNLSRDAYEIRLLMEQESSACSRRLKGSGGGVPGGSETGGLGGPGTPGGGLPQLALKLRLQVLLLARVLRGHPPLLLDVVRNACDLFIPLDKLGLWRCGPGIVGLCGLVSSILSILTLIYPWLRLKP. Result: 1 (interaction). (7) The miRNA is hsa-miR-3612 with sequence AGGAGGCAUCUUGAGAAAUGGA. The protein sequence of the target gene is MELSQMSELMGLSVLLGLLALMATAAVARGWLRAGEERSGRPACQKANGFPPDKSSGSKKQKQYQRIRKEKPQQHNFTHRLLAAALKSHSGNISCMDFSSNGKYLATCADDRTIRIWSTKDFLQREHRSMRANVELDHATLVRFSPDCRAFIVWLANGDTLRVFKMTKREDGGYTFTATPEDFPKKHKAPVIDIGIANTGKFIMTASSDTTVLIWSLKGQVLSTINTNQMNNTHAAVSPCGRFVASCGFTPDVKVWEVCFGKKGEFQEVVRAFELKGHSAAVHSFAFSNDSRRMASVSKD.... Result: 1 (interaction). (8) The miRNA is hsa-miR-1269b with sequence CUGGACUGAGCCAUGCUACUGG. The protein sequence of the target gene is MPLPGGLWWLLCCRRGFTLLHRDYGDGELSGDGDEDEDEETFELRTPSPAGGGRGPLEVTLTQPVRSGPVSNRLQSWEETWSLIPEKGLPEDDPDIVVKGWLYREPRGGGARPWLPPRRAWFVLTRDSLDQFSSSGKGARRLGSLVLTSLCSVTGPERRRKETGLWSVTVSGRKHSVRLCSPRQAEAERWGVALREVIASKAPLETPTQLLLRDIQESCGDPEAVALIYLRNPILRHTSGALYAPLLPLPYGVSAPGPGYAPLREEAVRLFLALQALEGARRPGPLMQGVLQTCRDLPAL.... Result: 0 (no interaction). (9) The miRNA is hsa-miR-1233-3p with sequence UGAGCCCUGUCCUCCCGCAG. The protein sequence of the target gene is MNSVSPAAAQYRSGSSEDARRADCRRPRGQTRIPDPSNLGPSGSGVAALGSSGTDPAEPDEVDKFKAKFLTAWNNVKYGWAVKSRTSFSKISTVHLCGRCYHFEGEGDIQRFQRDFVSRLWLTYRRDFPPLAGGSLTSDCGWGCMLRSGQMMLAQGLLLHFLPRDWRWVEGTGLASSEMPGPASPSRCRGPGRRGPPRWTQGALEMEQDRWHRRIVSWFADHPRAPFGLHRLVELGRSSGKKAGDWYGPSVVAHILRKAVESCSEVSRLVVYVSQDCTVYKADVARLLSWPDPTAEWKSV.... Result: 0 (no interaction). (10) The protein sequence of the target gene is MDLLYGLVWLLTVLLEGISGQGVYAPPTVRIVHSGLACNIEEERYSERVYTIREGETLELTCLVTGHPRPQIRWTKTAGSASDRFQDSSVFNETLRITNIQRHQGGRYYCKAENGLGSPAIKSIRVDVYYLDDPVVTVHQSIGEAKEQFYYERTVFLRCVANSNPPVRYSWRRGQEVLLQGSDKGVEIYEPFFTQGETKILKLKNLRPQDYANYSCIASVRNVCNIPDKMVSFRLSNKTASPSIKLLVDDPIVVNPGEAITLVCVTTGGEPAPSLTWVRSFGTLPEKTVLNGGTLTIPAI.... Result: 0 (no interaction). The miRNA is hsa-miR-7703 with sequence UUGCACUCUGGCCUUCUCCCAGG.